From a dataset of Full USPTO retrosynthesis dataset with 1.9M reactions from patents (1976-2016). Predict the reactants needed to synthesize the given product. Given the product [N:2]1[NH:26][N:27]=[N:28][C:1]=1[CH2:3][CH2:4][NH:5][C:6]([C:8]1[CH:25]=[CH:24][C:11]2[NH:12][C:13]([C:15]3[C:23]4[C:18](=[CH:19][CH:20]=[CH:21][CH:22]=4)[NH:17][N:16]=3)=[N:14][C:10]=2[CH:9]=1)=[O:7], predict the reactants needed to synthesize it. The reactants are: [C:1]([CH2:3][CH2:4][NH:5][C:6]([C:8]1[CH:25]=[CH:24][C:11]2[NH:12][C:13]([C:15]3[C:23]4[C:18](=[CH:19][CH:20]=[CH:21][CH:22]=4)[NH:17][N:16]=3)=[N:14][C:10]=2[CH:9]=1)=[O:7])#[N:2].[N:26]([Sn](CCCC)(CCCC)CCCC)=[N+:27]=[N-:28].C(#N)C.O1CCCC1.